This data is from CYP3A4 inhibition data for predicting drug metabolism from PubChem BioAssay. The task is: Regression/Classification. Given a drug SMILES string, predict its absorption, distribution, metabolism, or excretion properties. Task type varies by dataset: regression for continuous measurements (e.g., permeability, clearance, half-life) or binary classification for categorical outcomes (e.g., BBB penetration, CYP inhibition). Dataset: cyp3a4_veith. (1) The drug is O=c1c2cc(Br)ccc2[nH]c(=S)n1Cc1cccnc1. The result is 1 (inhibitor). (2) The drug is COc1cccc(-c2cncnc2NCc2cnc(C)cn2)c1. The result is 1 (inhibitor). (3) The drug is Nc1nc(Nc2ccccc2)nc2c1ncn2[C@@H]1O[C@@H](CO)[C@H](O)[C@@H]1O. The result is 0 (non-inhibitor). (4) The molecule is O=[n+]1c2c(n([O-])c3cc(F)c(F)cc31)CCCC2. The result is 0 (non-inhibitor).